Task: Predict which catalyst facilitates the given reaction.. Dataset: Catalyst prediction with 721,799 reactions and 888 catalyst types from USPTO (1) Reactant: [CH3:1][S:2](Cl)(=[O:4])=[O:3].[CH2:6]([O:13][C:14](=[O:23])[C:15]1[CH:20]=[CH:19][C:18]([CH2:21][OH:22])=[CH:17][CH:16]=1)[C:7]1[CH:12]=[CH:11][CH:10]=[CH:9][CH:8]=1.C(N(CC)CC)C. The catalyst class is: 614. Product: [CH2:6]([O:13][C:14](=[O:23])[C:15]1[CH:16]=[CH:17][C:18]([CH2:21][O:22][S:2]([CH3:1])(=[O:4])=[O:3])=[CH:19][CH:20]=1)[C:7]1[CH:8]=[CH:9][CH:10]=[CH:11][CH:12]=1. (2) Reactant: [Cl:1][C:2]1[CH:3]=[C:4]([C@@H:8]2[C@@H:13]([C:14]3[CH:19]=[CH:18][C:17]([Cl:20])=[CH:16][CH:15]=3)[N:12]([CH2:21][CH:22]([CH3:24])[CH3:23])[C:11](=[O:25])[C@@H:10]([CH2:26][C:27]([O:29]C)=[O:28])[O:9]2)[CH:5]=[CH:6][CH:7]=1.[OH-].[Li+].Cl. Product: [Cl:1][C:2]1[CH:3]=[C:4]([C@@H:8]2[C@@H:13]([C:14]3[CH:19]=[CH:18][C:17]([Cl:20])=[CH:16][CH:15]=3)[N:12]([CH2:21][CH:22]([CH3:24])[CH3:23])[C:11](=[O:25])[C@@H:10]([CH2:26][C:27]([OH:29])=[O:28])[O:9]2)[CH:5]=[CH:6][CH:7]=1. The catalyst class is: 20. (3) Reactant: [C:1]([C:5]1[CH:6]=[CH:7][C:8]([Cl:12])=[C:9](N)[CH:10]=1)([CH3:4])([CH3:3])[CH3:2].N([O-])=[O:14].[Na+].C(OCC)(=O)C. Product: [C:1]([C:5]1[CH:6]=[CH:7][C:8]([Cl:12])=[C:9]([OH:14])[CH:10]=1)([CH3:4])([CH3:3])[CH3:2]. The catalyst class is: 445.